From a dataset of Catalyst prediction with 721,799 reactions and 888 catalyst types from USPTO. Predict which catalyst facilitates the given reaction. (1) Reactant: [Mg].Br[C:3]1[CH:8]=[CH:7][C:6]([O:9][CH3:10])=[CH:5][C:4]=1[O:11][CH3:12].Cl.Br[C:15]1[CH:20]=[CH:19][N:18]=[CH:17][CH:16]=1. Product: [CH3:12][O:11][C:4]1[CH:5]=[C:6]([O:9][CH3:10])[CH:7]=[CH:8][C:3]=1[C:15]1[CH:20]=[CH:19][N:18]=[CH:17][CH:16]=1. The catalyst class is: 1. (2) Reactant: Br[C:2]1[CH:3]=[N:4][CH:5]=[C:6]2[C:11]=1[N:10]=[C:9]([C:12]([NH:14][CH2:15][C:16]1[CH:21]=[CH:20][N:19]=[CH:18][CH:17]=1)=[O:13])[CH:8]=[CH:7]2.[CH3:22][O:23][C:24]1[CH:29]=[CH:28][CH:27]=[CH:26][C:25]=1B(O)O.C(=O)([O-])[O-].[Cs+].[Cs+]. Product: [CH3:22][O:23][C:24]1[CH:29]=[CH:28][CH:27]=[CH:26][C:25]=1[C:2]1[CH:3]=[N:4][CH:5]=[C:6]2[C:11]=1[N:10]=[C:9]([C:12]([NH:14][CH2:15][C:16]1[CH:21]=[CH:20][N:19]=[CH:18][CH:17]=1)=[O:13])[CH:8]=[CH:7]2. The catalyst class is: 688. (3) Reactant: [C:1]([O:5][C:6]([N:8]1[CH2:12][CH2:11][CH2:10][CH:9]1[C:13](=O)[NH2:14])=[O:7])([CH3:4])([CH3:3])[CH3:2].COC1C=CC(P2(SP(C3C=CC(OC)=CC=3)(=S)S2)=[S:25])=CC=1. Product: [C:1]([O:5][C:6]([N:8]1[CH2:12][CH2:11][CH2:10][CH:9]1[C:13](=[S:25])[NH2:14])=[O:7])([CH3:4])([CH3:3])[CH3:2]. The catalyst class is: 2. (4) Reactant: [O:1]1[C:5]2([CH2:10][CH2:9][CH:8]([NH:11][CH3:12])[CH2:7][CH2:6]2)OCC1.Cl.C([O-])([O-])=O.[Na+].[Na+].[C:20]([O:24][C:25](O[C:25]([O:24][C:20]([CH3:23])([CH3:22])[CH3:21])=[O:26])=[O:26])([CH3:23])([CH3:22])[CH3:21]. Product: [C:20]([O:24][C:25](=[O:26])[N:11]([CH3:12])[CH:8]1[CH2:7][CH2:6][C:5](=[O:1])[CH2:10][CH2:9]1)([CH3:23])([CH3:22])[CH3:21]. The catalyst class is: 25.